This data is from TCR-epitope binding with 47,182 pairs between 192 epitopes and 23,139 TCRs. The task is: Binary Classification. Given a T-cell receptor sequence (or CDR3 region) and an epitope sequence, predict whether binding occurs between them. (1) The epitope is KLWAQCVQL. The TCR CDR3 sequence is CASSLTWDYATNEKLFF. Result: 0 (the TCR does not bind to the epitope). (2) The epitope is KLGGALQAK. The TCR CDR3 sequence is CSARGLAGGYEQFF. Result: 1 (the TCR binds to the epitope). (3) The epitope is MLNIPSINV. The TCR CDR3 sequence is CSARAGVEQFF. Result: 0 (the TCR does not bind to the epitope). (4) The TCR CDR3 sequence is CASSSGVYYGYTF. The epitope is FLASKIGRLV. Result: 0 (the TCR does not bind to the epitope).